Dataset: Full USPTO retrosynthesis dataset with 1.9M reactions from patents (1976-2016). Task: Predict the reactants needed to synthesize the given product. (1) Given the product [CH3:26][NH:27][C:2]1[S:3][C:4]([CH2:7][N:8]2[CH2:12][CH:11]([C:13]3[CH:18]=[C:17]([F:19])[CH:16]=[C:15]([F:20])[C:14]=3[F:21])[CH2:10][C:9]2=[O:22])=[CH:5][N:6]=1, predict the reactants needed to synthesize it. The reactants are: Cl[C:2]1[S:3][C:4]([CH2:7][N:8]2[CH2:12][CH:11]([C:13]3[CH:18]=[C:17]([F:19])[CH:16]=[C:15]([F:20])[C:14]=3[F:21])[CH2:10][C:9]2=[O:22])=[CH:5][N:6]=1.C[O-].[Na+].[CH3:26][NH2:27]. (2) Given the product [NH2:16][C:12]1[CH:13]=[C:14]2[C:9](=[CH:10][CH:11]=1)[O:8][CH2:7][C:6]1[N:15]2[C@H:2]([CH3:1])[C:3](=[O:19])[NH:4][N:5]=1, predict the reactants needed to synthesize it. The reactants are: [CH3:1][C@H:2]1[N:15]2[C:6]([CH2:7][O:8][C:9]3[C:14]2=[CH:13][C:12]([N+:16]([O-])=O)=[CH:11][CH:10]=3)=[N:5][NH:4][C:3]1=[O:19].[Cl-].[NH4+].